From a dataset of Forward reaction prediction with 1.9M reactions from USPTO patents (1976-2016). Predict the product of the given reaction. (1) Given the reactants [CH3:1][S:2]([NH:5][C:6]1[N:11]=[CH:10][C:9]([CH2:12][CH2:13][C:14]([OH:16])=O)=[CH:8][CH:7]=1)(=[O:4])=[O:3].[NH2:17][CH2:18][C:19]([N:21]([C:23]1[CH:28]=[CH:27][C:26]([Cl:29])=[C:25]([CH2:30][O:31][C:32]2[C:40]3[N:39]=[C:38]([O:41][CH3:42])[N:37]([CH2:43][C:44]4[CH:49]=[CH:48][CH:47]=[CH:46][N:45]=4)[C:36]=3[CH:35]=[CH:34][CH:33]=2)[C:24]=1[Cl:50])[CH3:22])=[O:20].ClC1C(COC2C3N=C(OC)N(CC4C=CC=CN=4)C=3C=CC=2)=C(Cl)C=CC=1N(C)C(=O)CNC(=O)CCC1C=CC(C(NCCOC)=O)=CC=1, predict the reaction product. The product is: [Cl:50][C:24]1[C:25]([CH2:30][O:31][C:32]2[C:40]3[N:39]=[C:38]([O:41][CH3:42])[N:37]([CH2:43][C:44]4[CH:49]=[CH:48][CH:47]=[CH:46][N:45]=4)[C:36]=3[CH:35]=[CH:34][CH:33]=2)=[C:26]([Cl:29])[CH:27]=[CH:28][C:23]=1[N:21]([CH3:22])[C:19](=[O:20])[CH2:18][NH:17][C:14](=[O:16])[CH2:13][CH2:12][C:9]1[CH:10]=[N:11][C:6]([NH:5][S:2]([CH3:1])(=[O:3])=[O:4])=[CH:7][CH:8]=1. (2) Given the reactants C1C=CC(P(N=[N+]=[N-])(C2C=CC=CC=2)=[O:8])=CC=1.[C:18]1([CH3:36])[CH:23]=[CH:22][C:21]([N:24]2[C:28](C(O)=O)=[CH:27][C:26]([Si:32]([CH3:35])([CH3:34])[CH3:33])=[N:25]2)=[CH:20][CH:19]=1.CC[N:39]([CH2:42]C)CC.[NH2:44][C:45]1[C:54]2[C:49](=[CH:50][CH:51]=[CH:52][CH:53]=2)[C:48]([O:55][C:56]2[CH:61]=[CH:60][N:59]=[C:58]([NH:62][C:63]3[CH:68]=[CH:67][CH:66]=[CH:65][CH:64]=3)[N:57]=2)=[CH:47][CH:46]=1, predict the reaction product. The product is: [C:63]1([NH:62][C:58]2[N:57]=[C:56]([O:55][C:48]3[C:49]4[C:54](=[CH:53][CH:52]=[CH:51][CH:50]=4)[C:45]([NH:44][C:42]([NH:39][C:28]4[N:24]([C:21]5[CH:20]=[CH:19][C:18]([CH3:36])=[CH:23][CH:22]=5)[N:25]=[C:26]([Si:32]([CH3:33])([CH3:34])[CH3:35])[CH:27]=4)=[O:8])=[CH:46][CH:47]=3)[CH:61]=[CH:60][N:59]=2)[CH:64]=[CH:65][CH:66]=[CH:67][CH:68]=1. (3) Given the reactants [C:1]([Si:5]([CH3:18])([CH3:17])[N:6]1[C:10]2=[N:11][CH:12]=[C:13]([CH:15]=[O:16])[CH:14]=[C:9]2[CH2:8][CH2:7]1)([CH3:4])([CH3:3])[CH3:2].C(C1C(=O)C(Cl)=C(Cl)C(=O)C=1C#N)#N, predict the reaction product. The product is: [C:1]([Si:5]([CH3:18])([CH3:17])[N:6]1[C:10]2=[N:11][CH:12]=[C:13]([CH:15]=[O:16])[CH:14]=[C:9]2[CH:8]=[CH:7]1)([CH3:4])([CH3:3])[CH3:2].